Predict the reactants needed to synthesize the given product. From a dataset of Full USPTO retrosynthesis dataset with 1.9M reactions from patents (1976-2016). (1) Given the product [C:1]1([N:7]([C:14]2[CH:19]=[CH:18][CH:17]=[C:16]([C:20]([F:23])([F:21])[F:22])[CH:15]=2)[CH:8]2[CH2:9][CH2:10][N:11]([CH2:25][C:26]([O:28][CH2:29][CH3:30])=[O:27])[CH2:12][CH2:13]2)[CH:2]=[CH:3][CH:4]=[CH:5][CH:6]=1, predict the reactants needed to synthesize it. The reactants are: [C:1]1([N:7]([C:14]2[CH:19]=[CH:18][CH:17]=[C:16]([C:20]([F:23])([F:22])[F:21])[CH:15]=2)[CH:8]2[CH2:13][CH2:12][NH:11][CH2:10][CH2:9]2)[CH:6]=[CH:5][CH:4]=[CH:3][CH:2]=1.Br[CH2:25][C:26]([O:28][CH2:29][CH3:30])=[O:27].C(N(CC)CC)C. (2) Given the product [CH:1]1([N:7]2[CH2:12][CH2:11][CH2:10][CH2:9][C:8]2=[O:14])[CH2:6][CH2:5][CH2:4][CH2:3][CH2:2]1, predict the reactants needed to synthesize it. The reactants are: [CH:1]1([NH:7][C:8](=[O:14])[CH2:9][CH2:10][CH2:11][CH2:12]Cl)[CH2:6][CH2:5][CH2:4][CH2:3][CH2:2]1.[H-].[Na+]. (3) Given the product [CH3:13][C@@H:12]1[C:11](=[O:14])[NH:10][N:9]=[C:8]2[CH2:15][O:16][C:5]3[CH:4]=[CH:3][C:2]([B:23]4[O:27][C:26]([CH3:29])([CH3:28])[C:25]([CH3:31])([CH3:30])[O:24]4)=[CH:17][C:6]=3[N:7]12, predict the reactants needed to synthesize it. The reactants are: Br[C:2]1[CH:3]=[CH:4][C:5]2[O:16][CH2:15][C:8]3=[N:9][NH:10][C:11](=[O:14])[C@@H:12]([CH3:13])[N:7]3[C:6]=2[CH:17]=1.C([O-])(=O)C.[K+].[B:23]1([B:23]2[O:27][C:26]([CH3:29])([CH3:28])[C:25]([CH3:31])([CH3:30])[O:24]2)[O:27][C:26]([CH3:29])([CH3:28])[C:25]([CH3:31])([CH3:30])[O:24]1.